From a dataset of Catalyst prediction with 721,799 reactions and 888 catalyst types from USPTO. Predict which catalyst facilitates the given reaction. Reactant: O.Cl.O[C:4]1([C:20]2[CH:25]=[CH:24][CH:23]=[CH:22][CH:21]=2)[CH2:8][CH2:7][C:6]([C:9]2[CH:10]=[CH:11][CH:12]=[C:13]3[C:18]=2[N:17]=[CH:16][CH:15]=[CH:14]3)=[C:5]1[CH3:19].N. Product: [CH3:19][C:5]1[C:4]([C:20]2[CH:25]=[CH:24][CH:23]=[CH:22][CH:21]=2)=[CH:8][CH2:7][C:6]=1[C:9]1[CH:10]=[CH:11][CH:12]=[C:13]2[C:18]=1[N:17]=[CH:16][CH:15]=[CH:14]2. The catalyst class is: 7.